Dataset: Catalyst prediction with 721,799 reactions and 888 catalyst types from USPTO. Task: Predict which catalyst facilitates the given reaction. (1) Reactant: [CH2:1]([O:8][C:9]([NH:11][C@@H:12]([C@@H:16]([OH:20])[CH:17]([CH3:19])[CH3:18])[C:13]([OH:15])=O)=[O:10])[C:2]1[CH:7]=[CH:6][CH:5]=[CH:4][CH:3]=1.OC1C2N=NNC=2C=CC=1.Cl.CN(C)CCCN=C=NCC.[NH2:43][CH2:44][CH2:45][CH:46]([O:50][CH2:51][CH3:52])[O:47][CH2:48][CH3:49].C(N(CC)C(C)C)(C)C. Product: [CH2:1]([O:8][C:9](=[O:10])[NH:11][CH:12]([C:13](=[O:15])[NH:43][CH2:44][CH2:45][CH:46]([O:50][CH2:51][CH3:52])[O:47][CH2:48][CH3:49])[CH:16]([OH:20])[CH:17]([CH3:19])[CH3:18])[C:2]1[CH:3]=[CH:4][CH:5]=[CH:6][CH:7]=1. The catalyst class is: 7. (2) Reactant: [NH2:1][C:2]1[N:3]=[N:4][C:5]([C:8]2[CH:15]=[CH:14][C:11]([C:12]#[N:13])=[C:10]([F:16])[CH:9]=2)=[CH:6][N:7]=1.Cl[CH:18]([CH2:28][C:29]1[CH:30]=[C:31]2[C:36](=[CH:37][CH:38]=1)[N:35]=[CH:34][CH:33]=[CH:32]2)[CH:19](N1C(=O)CCC1=O)O. Product: [F:16][C:10]1[CH:9]=[C:8]([C:5]2[CH:6]=[N:7][C:2]3[N:3]([C:18]([CH2:28][C:29]4[CH:30]=[C:31]5[C:36](=[CH:37][CH:38]=4)[N:35]=[CH:34][CH:33]=[CH:32]5)=[CH:19][N:1]=3)[N:4]=2)[CH:15]=[CH:14][C:11]=1[C:12]#[N:13]. The catalyst class is: 196. (3) Reactant: [CH3:1][O:2][C:3](=[O:28])[C:4]1[CH:9]=[CH:8][C:7](/[CH:10]=[CH:11]/[C:12]([C:14]2[CH:19]=[CH:18][C:17]([Cl:20])=[CH:16][C:15]=2[NH:21][C:22]2[CH:27]=[CH:26][CH:25]=[CH:24][CH:23]=2)=[O:13])=[CH:6][CH:5]=1. Product: [CH3:1][O:2][C:3](=[O:28])[C:4]1[CH:5]=[CH:6][C:7]([CH2:10][CH2:11][C:12]([C:14]2[CH:19]=[CH:18][C:17]([Cl:20])=[CH:16][C:15]=2[NH:21][C:22]2[CH:27]=[CH:26][CH:25]=[CH:24][CH:23]=2)=[O:13])=[CH:8][CH:9]=1. The catalyst class is: 13. (4) Reactant: [Br:1][C:2]1[CH:13]=[CH:12][C:5]([C:6](N(OC)C)=[O:7])=[CH:4][CH:3]=1.[CH2:14]([Mg]Br)[CH2:15][CH3:16]. Product: [Br:1][C:2]1[CH:13]=[CH:12][C:5]([C:6](=[O:7])[CH2:14][CH2:15][CH3:16])=[CH:4][CH:3]=1. The catalyst class is: 1. (5) Reactant: [F:1][C:2]1[C:11]([O:12][CH3:13])=[CH:10][CH:9]=[C:8]([O:14][CH3:15])[C:3]=1[C:4]([O:6]C)=[O:5]. Product: [F:1][C:2]1[C:11]([O:12][CH3:13])=[CH:10][CH:9]=[C:8]([O:14][CH3:15])[C:3]=1[C:4]([OH:6])=[O:5]. The catalyst class is: 5. (6) Reactant: O[CH2:2][C@H:3]1[NH:7][C:6](=[O:8])[CH2:5][CH2:4]1.[C:9]1(=[O:19])[NH:13][C:12](=[O:14])[C:11]2=[CH:15][CH:16]=[CH:17][CH:18]=[C:10]12.C1(P(C2C=CC=CC=2)C2C=CC=CC=2)C=CC=CC=1. Product: [O:8]=[C:6]1[NH:7][C@H:3]([CH2:2][N:13]2[C:9](=[O:19])[C:10]3[C:11](=[CH:15][CH:16]=[CH:17][CH:18]=3)[C:12]2=[O:14])[CH2:4][CH2:5]1. The catalyst class is: 76.